Dataset: Catalyst prediction with 721,799 reactions and 888 catalyst types from USPTO. Task: Predict which catalyst facilitates the given reaction. (1) Reactant: CN([CH:4]=[O:5])C.[OH2:6].[C:7]([Li])([CH3:10])([CH3:9])[CH3:8].[CH3:12][CH2:13][CH2:14][CH2:15][CH2:16]C. Product: [CH3:8][C:7]1[C:10]2=[C:12]([CH:4]=[O:5])[CH:13]=[CH:14][CH:15]=[C:16]2[O:6][CH:9]=1. The catalyst class is: 28. (2) Reactant: [F:1][C:2]1([F:24])[O:6][C:5]2[CH:7]=[CH:8][CH:9]=[C:10]([C:11]3[N:19]4[C:14]([CH:15]=[N:16][C:17](S(C)(=O)=O)=[N:18]4)=[CH:13][CH:12]=3)[C:4]=2[O:3]1.[OH-].[Na+].C(O)(=[O:29])C. Product: [F:1][C:2]1([F:24])[O:6][C:5]2[CH:7]=[CH:8][CH:9]=[C:10]([C:11]3[N:19]4[C:14]([CH:15]=[N:16][C:17]([OH:29])=[N:18]4)=[CH:13][CH:12]=3)[C:4]=2[O:3]1. The catalyst class is: 30. (3) Reactant: C1(C)C=CC=CC=1.[H-].C([Al+]CC(C)C)C(C)C.[C:18]([O:22][C:23]([NH:25][C:26]1[S:27][CH:28]=[C:29]([C:31](OCC)=[O:32])[N:30]=1)=[O:24])([CH3:21])([CH3:20])[CH3:19].C(C(C(C([O-])=O)O)O)([O-])=O.[Na+].[K+]. Product: [C:18]([O:22][C:23]([NH:25][C:26]1[S:27][CH:28]=[C:29]([CH2:31][OH:32])[N:30]=1)=[O:24])([CH3:21])([CH3:19])[CH3:20]. The catalyst class is: 4.